This data is from Full USPTO retrosynthesis dataset with 1.9M reactions from patents (1976-2016). The task is: Predict the reactants needed to synthesize the given product. (1) Given the product [F:28][C:17]1[CH:16]=[C:15]([N:11]2[CH2:10][C@H:9]([CH2:8][NH:7][C:4](=[O:5])[CH2:3][C:2](=[O:6])[CH3:1])[O:13][C:12]2=[O:14])[CH:20]=[CH:19][C:18]=1[C:21]1[S:22][CH2:23][C:24](=[O:27])[NH:25][N:26]=1, predict the reactants needed to synthesize it. The reactants are: [CH2:1]=[C:2]1[O:6][C:4](=[O:5])[CH2:3]1.[NH2:7][CH2:8][C@@H:9]1[O:13][C:12](=[O:14])[N:11]([C:15]2[CH:20]=[CH:19][C:18]([C:21]3[S:22][CH2:23][C:24](=[O:27])[NH:25][N:26]=3)=[C:17]([F:28])[CH:16]=2)[CH2:10]1.C(N(CC)CC)C. (2) Given the product [O:9]1[C:3]([C:10]([OH:12])=[O:13])=[CH:4][CH:5]=[C:6]1[C:7]([OH:16])=[O:8], predict the reactants needed to synthesize it. The reactants are: OC[C:3]1[O:9][C:6]([CH:7]=[O:8])=[CH:5][CH:4]=1.[C:10](=[O:13])([O-:12])[O-].[Na+].[Na+].[O:16]=O.Cl. (3) Given the product [Cl:1][C:2]1[CH:7]=[CH:6][C:5]([C@@H:8]2[CH2:13][CH2:12][NH:11][CH2:10][C@H:9]2[CH2:21][O:22][C:23]2[C:24]([F:50])=[CH:25][C:26]([S:30]([NH:31][C:32]3[CH:53]=[CH:52][N:35]=[CH:34][N:33]=3)(=[O:48])=[O:49])=[C:27]([F:29])[CH:28]=2)=[CH:4][CH:3]=1, predict the reactants needed to synthesize it. The reactants are: [Cl:1][C:2]1[CH:7]=[CH:6][C:5]([C@@H:8]2[CH2:13][CH2:12][N:11](C(OC(C)(C)C)=O)[CH2:10][C@H:9]2[CH2:21][O:22][C:23]2[CH:28]=[C:27]([F:29])[C:26]([S:30](=[O:49])(=[O:48])[N:31](CC3C=CC(OC)=CC=3OC)[C:32]3S[N:35]=[CH:34][N:33]=3)=[CH:25][C:24]=2[F:50])=[CH:4][CH:3]=1.Cl[C:52]1C=CC([C@@H]2CCN(C(OC(C)(C)C)=O)C[C@H]2CCC2C=C(F)C(S(=O)(=O)N(CC3C=CC(OC)=CC=3OC)C3C=CN=CN=3)=CC=2F)=C[CH:53]=1. (4) Given the product [CH3:35][N:33]([CH3:34])[S:30]([C:27]1[CH:26]=[CH:25][C:24]([CH2:23][NH:22][C:20]([C:4]2[C:5](=[O:19])[N:6]([C:9]3[CH:14]=[CH:13][CH:12]=[C:11]([C:15]([F:18])([F:17])[F:16])[CH:10]=3)[C:7]([CH3:8])=[CH:2][CH:3]=2)=[O:21])=[CH:29][CH:28]=1)(=[O:31])=[O:32], predict the reactants needed to synthesize it. The reactants are: Cl[C:2]1[CH:3]=[C:4]([C:20]([NH:22][CH2:23][C:24]2[CH:29]=[CH:28][C:27]([S:30]([N:33]([CH3:35])[CH3:34])(=[O:32])=[O:31])=[CH:26][CH:25]=2)=[O:21])[C:5](=[O:19])[N:6]([C:9]2[CH:14]=[CH:13][CH:12]=[C:11]([C:15]([F:18])([F:17])[F:16])[CH:10]=2)[C:7]=1[CH3:8].C([O-])=O.[NH4+].